From a dataset of Full USPTO retrosynthesis dataset with 1.9M reactions from patents (1976-2016). Predict the reactants needed to synthesize the given product. (1) Given the product [Br:17][CH2:18][CH2:19][CH2:20][N:3]1[C:11]2[C:6](=[CH:7][CH:8]=[CH:9][CH:10]=2)[CH:5]=[CH:4]1, predict the reactants needed to synthesize it. The reactants are: [H-].[Na+].[NH:3]1[C:11]2[C:6](=[CH:7][CH:8]=[CH:9][CH:10]=2)[CH:5]=[CH:4]1.CN(C)C=O.[Br:17][CH2:18][CH2:19][CH2:20]Br. (2) Given the product [Cl:1][C:2]1[C:9]([N:10]2[CH2:15][CH2:14][CH2:13][CH:12]([C:16]([F:19])([F:18])[F:17])[CH2:11]2)=[CH:8][C:5]([NH:6][CH3:7])=[C:4]([CH:3]=1)[NH2:20], predict the reactants needed to synthesize it. The reactants are: [Cl:1][C:2]1[C:9]([N:10]2[CH2:15][CH2:14][CH2:13][CH:12]([C:16]([F:19])([F:18])[F:17])[CH2:11]2)=[CH:8][C:5]([NH:6][CH3:7])=[C:4]([N+:20]([O-])=O)[CH:3]=1.C1COCC1.